Dataset: Full USPTO retrosynthesis dataset with 1.9M reactions from patents (1976-2016). Task: Predict the reactants needed to synthesize the given product. (1) Given the product [N:8]1([CH:1]2[CH2:19][C:18]3[C:22](=[CH:23][CH:24]=[C:16]([C:14]#[N:15])[CH:17]=3)[CH2:21]2)[CH2:9][CH2:10][NH:11][CH2:12][CH2:13]1, predict the reactants needed to synthesize it. The reactants are: [C:1]([N:8]1[CH2:13][CH2:12][NH:11][CH2:10][CH2:9]1)(OC(C)(C)C)=O.[C:14]([C:16]1[CH:17]=[C:18]2[C:22](=[CH:23][CH:24]=1)[CH2:21]C=[CH:19]2)#[N:15].Cl. (2) Given the product [Br:1][C:2]1[CH:3]=[C:4]([CH:9]=[C:10]([C:12]2([C:15]([F:16])([F:17])[F:18])[CH2:13][CH2:14]2)[CH:11]=1)[C:5]([OH:7])=[O:6], predict the reactants needed to synthesize it. The reactants are: [Br:1][C:2]1[CH:3]=[C:4]([CH:9]=[C:10]([C:12]2([C:15]([F:18])([F:17])[F:16])[CH2:14][CH2:13]2)[CH:11]=1)[C:5]([O:7]C)=[O:6].O[Li].O. (3) Given the product [Br:1][C:2]1[CH:7]=[CH:6][C:5]([N:8]2[CH2:9][CH2:10][N:11]([CH:28]([C:36]3[CH:41]=[CH:40][CH:39]=[CH:38][CH:37]=3)[C:29]([N:31]([CH2:34][CH3:35])[CH2:32][CH3:33])=[O:30])[CH2:12][CH2:13]2)=[C:4]([F:20])[CH:3]=1, predict the reactants needed to synthesize it. The reactants are: [Br:1][C:2]1[CH:7]=[CH:6][C:5]([N:8]2[CH2:13][CH2:12][N:11](C(=O)C(F)(F)F)[CH2:10][CH2:9]2)=[C:4]([F:20])[CH:3]=1.C(=O)([O-])[O-].[K+].[K+].Br[CH:28]([C:36]1[CH:41]=[CH:40][CH:39]=[CH:38][CH:37]=1)[C:29]([N:31]([CH2:34][CH3:35])[CH2:32][CH3:33])=[O:30]. (4) Given the product [Cl:1][C:2]1[N:3]=[C:4]([NH:21][CH3:20])[C:5]2[CH2:10][CH2:9][CH:8]([C:11]3[CH:16]=[CH:15][C:14]([Cl:17])=[CH:13][CH:12]=3)[C:6]=2[N:7]=1, predict the reactants needed to synthesize it. The reactants are: [Cl:1][C:2]1[N:3]=[C:4](Cl)[C:5]2[CH2:10][CH2:9][CH:8]([C:11]3[CH:16]=[CH:15][C:14]([Cl:17])=[CH:13][CH:12]=3)[C:6]=2[N:7]=1.C[CH2:20][N:21](C(C)C)C(C)C.